This data is from Reaction yield outcomes from USPTO patents with 853,638 reactions. The task is: Predict the reaction yield, written as a fraction of the theoretical maximum amount of product (1.0 means a 100% yield; for example, 0.34 means a 34% yield). (1) The reactants are [CH3:1][C:2]1[NH:3][C:4]2[C:9]([CH:10]=1)=[C:8]([C:11]([F:14])([F:13])[F:12])[C:7]([C:15]#[N:16])=[CH:6][CH:5]=2.C(=O)([O-])[O-].[Cs+].[Cs+].Br[CH:24]([CH3:29])[C:25]([O:27][CH3:28])=[O:26]. The catalyst is CN(C=O)C. The product is [C:15]([C:7]1[C:8]([C:11]([F:12])([F:14])[F:13])=[C:9]2[C:4](=[CH:5][CH:6]=1)[N:3]([CH:24]([CH3:29])[C:25]([O:27][CH3:28])=[O:26])[C:2]([CH3:1])=[CH:10]2)#[N:16]. The yield is 0.940. (2) The reactants are [CH2:1]([N:8]1[CH2:12][CH:11]([CH2:13]O)[CH:10]([CH2:15][OH:16])[CH2:9]1)[C:2]1[CH:7]=[CH:6][CH:5]=[CH:4][CH:3]=1.CCN(CC)CC.S(Cl)(C1C=CC(C)=CC=1)(=O)=O. The catalyst is C1(C)C=CC=CC=1.CN(C1C=CN=CC=1)C. The product is [CH2:1]([N:8]1[CH2:9][CH:10]2[CH2:15][O:16][CH2:13][CH:11]2[CH2:12]1)[C:2]1[CH:3]=[CH:4][CH:5]=[CH:6][CH:7]=1. The yield is 0.623. (3) The reactants are [CH2:1]([N:3]1[CH2:8][CH2:7][N:6]([CH2:9][C:10]2[CH:16]=[CH:15][C:13]([NH2:14])=[CH:12][C:11]=2[C:17]([F:20])([F:19])[F:18])[CH2:5][CH2:4]1)[CH3:2].[Br:21][C:22]1[CH:27]=[CH:26][C:25]([CH2:28][C:29](O)=[O:30])=[C:24]([F:32])[CH:23]=1.C1C=CC2N(O)N=NC=2C=1.C(Cl)CCl.CCN(CC)CC. The catalyst is C(Cl)Cl. The product is [Br:21][C:22]1[CH:27]=[CH:26][C:25]([CH2:28][C:29]([NH:14][C:13]2[CH:15]=[CH:16][C:10]([CH2:9][N:6]3[CH2:7][CH2:8][N:3]([CH2:1][CH3:2])[CH2:4][CH2:5]3)=[C:11]([C:17]([F:20])([F:18])[F:19])[CH:12]=2)=[O:30])=[C:24]([F:32])[CH:23]=1. The yield is 0.960. (4) The reactants are [Cl:1][C:2]1[CH:7]=[CH:6][CH:5]=[CH:4][C:3]=1B(O)O.Br[C:12]1[CH:13]=[C:14]([CH:18]([CH:25]2[CH2:27][CH2:26]2)[NH:19][S:20]([CH2:23][CH3:24])(=[O:22])=[O:21])[CH:15]=[N:16][CH:17]=1.C([O-])([O-])=O.[Na+].[Na+]. The catalyst is CN(C=O)C.Cl[Pd](Cl)([P](C1C=CC=CC=1)(C1C=CC=CC=1)C1C=CC=CC=1)[P](C1C=CC=CC=1)(C1C=CC=CC=1)C1C=CC=CC=1. The product is [Cl:1][C:2]1[CH:7]=[CH:6][CH:5]=[CH:4][C:3]=1[C:12]1[CH:13]=[C:14]([CH:18]([CH:25]2[CH2:27][CH2:26]2)[NH:19][S:20]([CH2:23][CH3:24])(=[O:21])=[O:22])[CH:15]=[N:16][CH:17]=1. The yield is 0.230. (5) The reactants are [O:1]1CCOC[CH2:2]1.[ClH:7].CO.[C:10](#[N:17])[C:11]1[CH:16]=[CH:15][CH:14]=[CH:13][CH:12]=1. No catalyst specified. The product is [ClH:7].[C:10](=[NH:17])([O:1][CH3:2])[C:11]1[CH:16]=[CH:15][CH:14]=[CH:13][CH:12]=1. The yield is 0.320. (6) The reactants are O[C@@H]1C2N=CN=C(N3CCN(C(OC(C)(C)C)=O)CC3)C=2[C@H](C)C1.CCN(S(F)(F)F)CC.[F:34][C@H:35]1[C:39]2[N:40]=[CH:41][N:42]=[C:43]([N:44]3[CH2:49][CH2:48][N:47](C(OC(C)(C)C)=O)[CH2:46][CH2:45]3)[C:38]=2[C@H:37]([CH3:57])[CH2:36]1.[ClH:58]. The catalyst is C(Cl)Cl.O1CCOCC1. The product is [ClH:58].[ClH:58].[F:34][C@H:35]1[C:39]2[N:40]=[CH:41][N:42]=[C:43]([N:44]3[CH2:45][CH2:46][NH:47][CH2:48][CH2:49]3)[C:38]=2[C@H:37]([CH3:57])[CH2:36]1. The yield is 0.960.